This data is from NCI-60 drug combinations with 297,098 pairs across 59 cell lines. The task is: Regression. Given two drug SMILES strings and cell line genomic features, predict the synergy score measuring deviation from expected non-interaction effect. (1) Drug 1: C1C(C(OC1N2C=C(C(=O)NC2=O)F)CO)O. Drug 2: C1CN1C2=NC(=NC(=N2)N3CC3)N4CC4. Cell line: NCI-H522. Synergy scores: CSS=27.6, Synergy_ZIP=-11.0, Synergy_Bliss=-2.65, Synergy_Loewe=-1.89, Synergy_HSA=-1.64. (2) Drug 1: CCC1=CC2CC(C3=C(CN(C2)C1)C4=CC=CC=C4N3)(C5=C(C=C6C(=C5)C78CCN9C7C(C=CC9)(C(C(C8N6C)(C(=O)OC)O)OC(=O)C)CC)OC)C(=O)OC.C(C(C(=O)O)O)(C(=O)O)O. Drug 2: CC1C(C(=O)NC(C(=O)N2CCCC2C(=O)N(CC(=O)N(C(C(=O)O1)C(C)C)C)C)C(C)C)NC(=O)C3=C4C(=C(C=C3)C)OC5=C(C(=O)C(=C(C5=N4)C(=O)NC6C(OC(=O)C(N(C(=O)CN(C(=O)C7CCCN7C(=O)C(NC6=O)C(C)C)C)C)C(C)C)C)N)C. Cell line: OVCAR-5. Synergy scores: CSS=43.9, Synergy_ZIP=7.64, Synergy_Bliss=8.73, Synergy_Loewe=8.03, Synergy_HSA=8.24. (3) Cell line: MOLT-4. Drug 2: CCC(=C(C1=CC=CC=C1)C2=CC=C(C=C2)OCCN(C)C)C3=CC=CC=C3.C(C(=O)O)C(CC(=O)O)(C(=O)O)O. Drug 1: C1CCC(CC1)NC(=O)N(CCCl)N=O. Synergy scores: CSS=36.6, Synergy_ZIP=3.52, Synergy_Bliss=9.88, Synergy_Loewe=5.57, Synergy_HSA=9.76. (4) Drug 1: C1=NC2=C(N1)C(=S)N=C(N2)N. Drug 2: CCN(CC)CCNC(=O)C1=C(NC(=C1C)C=C2C3=C(C=CC(=C3)F)NC2=O)C. Cell line: OVCAR-4. Synergy scores: CSS=22.5, Synergy_ZIP=-4.07, Synergy_Bliss=-2.03, Synergy_Loewe=-7.23, Synergy_HSA=-2.60.